This data is from Catalyst prediction with 721,799 reactions and 888 catalyst types from USPTO. The task is: Predict which catalyst facilitates the given reaction. (1) Reactant: [Cl:1][CH2:2][C:3](Cl)=[O:4].[Cl:6][C:7]1[CH:12]=[C:11]([N+:13]([O-:15])=[O:14])[C:10]([O:16][CH3:17])=[CH:9][C:8]=1[CH2:18][CH2:19][NH2:20].C(N(CC)CC)C.O. Product: [Cl:1][CH2:2][C:3]([NH:20][CH2:19][CH2:18][C:8]1[CH:9]=[C:10]([O:16][CH3:17])[C:11]([N+:13]([O-:15])=[O:14])=[CH:12][C:7]=1[Cl:6])=[O:4]. The catalyst class is: 2. (2) Reactant: [CH:1]1([C:4]([OH:6])=O)[CH2:3][CH2:2]1.C(N(C(C)C)CC)(C)C.CN(C(ON1N=NC2C=CC=NC1=2)=[N+](C)C)C.F[P-](F)(F)(F)(F)F.[CH2:40]1[C:46]2[CH:47]=[CH:48][C:49]([O:51][CH:52]3[CH2:57][CH2:56][N:55]([C:58]([O:60][C:61]([CH3:64])([CH3:63])[CH3:62])=[O:59])[CH2:54][CH2:53]3)=[CH:50][C:45]=2[CH2:44][CH2:43][NH:42][CH2:41]1. Product: [CH:1]1([C:4]([N:42]2[CH2:43][CH2:44][C:45]3[CH:50]=[C:49]([O:51][CH:52]4[CH2:57][CH2:56][N:55]([C:58]([O:60][C:61]([CH3:64])([CH3:63])[CH3:62])=[O:59])[CH2:54][CH2:53]4)[CH:48]=[CH:47][C:46]=3[CH2:40][CH2:41]2)=[O:6])[CH2:3][CH2:2]1. The catalyst class is: 9. (3) Product: [Cl:1][CH:2]([CH2:6][CH3:7])[C:3]([N:10]([CH2:11][CH3:12])[CH2:8][CH3:9])=[O:4]. The catalyst class is: 797. Reactant: [Cl:1][CH:2]([CH2:6][CH3:7])[C:3](Cl)=[O:4].[CH2:8]([NH:10][CH2:11][CH3:12])[CH3:9]. (4) Reactant: [NH2:1][CH2:2][CH2:3][C:4]1[CH:5]=[C:6]([CH2:10][C@H:11]([NH:13][C@@H:14]([C:16]2[CH:21]=[CH:20][CH:19]=[CH:18][CH:17]=2)[CH3:15])[CH3:12])[CH:7]=[CH:8][CH:9]=1.[C:22]([O:26][C:27](O[C:27]([O:26][C:22]([CH3:25])([CH3:24])[CH3:23])=[O:28])=[O:28])([CH3:25])([CH3:24])[CH3:23].C(N(CC)C(C)C)(C)C.C(=O)(O)[O-].[Na+]. Product: [C:22]([O:26][C:27](=[O:28])[NH:1][CH2:2][CH2:3][C:4]1[CH:9]=[CH:8][CH:7]=[C:6]([CH2:10][C@H:11]([NH:13][C@@H:14]([C:16]2[CH:17]=[CH:18][CH:19]=[CH:20][CH:21]=2)[CH3:15])[CH3:12])[CH:5]=1)([CH3:25])([CH3:24])[CH3:23]. The catalyst class is: 2. (5) Reactant: Br.C1COCC1.[Br:7][C:8]1[CH:13]=[CH:12][C:11]([C:14]2[CH:19]=[CH:18][C:17]([Br:20])=[CH:16][C:15]=2[CH2:21]O)=[C:10]([CH2:23][OH:24])[CH:9]=1. Product: [Br:20][C:17]1[CH:18]=[CH:19][C:14]2[C:11]3[CH:12]=[CH:13][C:8]([Br:7])=[CH:9][C:10]=3[CH2:23][O:24][CH2:21][C:15]=2[CH:16]=1. The catalyst class is: 21.